Dataset: Reaction yield outcomes from USPTO patents with 853,638 reactions. Task: Predict the reaction yield, written as a fraction of the theoretical maximum amount of product (1.0 means a 100% yield; for example, 0.34 means a 34% yield). The reactants are C([O:8][C:9]1[C:17]([CH2:18][CH:19]([OH:29])[CH2:20][O:21][Si:22]([C:25]([CH3:28])([CH3:27])[CH3:26])([CH3:24])[CH3:23])=[CH:16][CH:15]=[C:14]2[C:10]=1[CH2:11][CH2:12][CH2:13]2)C1C=CC=CC=1. The catalyst is C(O)C.[Pd]. The product is [Si:22]([O:21][CH2:20][CH:19]([OH:29])[CH2:18][C:17]1[CH:16]=[CH:15][C:14]2[CH2:13][CH2:12][CH2:11][C:10]=2[C:9]=1[OH:8])([C:25]([CH3:27])([CH3:28])[CH3:26])([CH3:24])[CH3:23]. The yield is 0.940.